Dataset: Full USPTO retrosynthesis dataset with 1.9M reactions from patents (1976-2016). Task: Predict the reactants needed to synthesize the given product. (1) Given the product [NH2:25][C@H:20]([CH2:21][CH:22]([CH3:24])[CH3:23])[C:19]([N:16]1[CH2:17][C@H:18]2[C@H:11]([NH:10][C:8](=[O:9])[CH:7]([CH:1]3[CH2:2][CH2:3][CH2:4][CH2:5][CH2:6]3)[CH:34]3[CH2:39][CH2:38][CH2:37][CH2:36][CH2:35]3)[CH2:12][CH2:13][C@H:14]2[CH2:15]1)=[O:33], predict the reactants needed to synthesize it. The reactants are: [CH:1]1([CH:7]([CH:34]2[CH2:39][CH2:38][CH2:37][CH2:36][CH2:35]2)[C:8]([NH:10][C@H:11]2[C@H:18]3[C@H:14]([CH2:15][N:16]([C:19](=[O:33])[C@H:20]([NH:25]C(=O)OC(C)(C)C)[CH2:21][CH:22]([CH3:24])[CH3:23])[CH2:17]3)[CH2:13][CH2:12]2)=[O:9])[CH2:6][CH2:5][CH2:4][CH2:3][CH2:2]1.Cl. (2) Given the product [NH2:6][C:5]1[NH:24][N:23]=[C:3]([C:9]2[CH:14]=[CH:13][C:12]([O:15][C:16]3[CH:21]=[CH:20][CH:19]=[CH:18][CH:17]=3)=[CH:11][CH:10]=2)[C:4]=1[C:7]#[N:8], predict the reactants needed to synthesize it. The reactants are: CO[C:3]([C:9]1[CH:14]=[CH:13][C:12]([O:15][C:16]2[CH:21]=[CH:20][CH:19]=[CH:18][CH:17]=2)=[CH:11][CH:10]=1)=[C:4]([C:7]#[N:8])[C:5]#[N:6].O.[NH2:23][NH2:24].